Dataset: Full USPTO retrosynthesis dataset with 1.9M reactions from patents (1976-2016). Task: Predict the reactants needed to synthesize the given product. (1) Given the product [CH2:1]([N:8]1[C:16]2[C:15]3=[N:17][C@H:18]([CH2:20][C:21]4[CH:22]=[CH:23][CH:24]=[CH:25][CH:26]=4)[CH2:19][N:14]3[C:13](=[O:27])[N:12]([CH2:28][CH2:29][CH3:30])[C:11]=2[N:10]=[C:9]1[C:41]([OH:40])([CH3:42])[CH3:35])[C:2]1[CH:7]=[CH:6][CH:5]=[CH:4][CH:3]=1, predict the reactants needed to synthesize it. The reactants are: [CH2:1]([N:8]1[C:16]2[C:15]3=[N:17][C@H:18]([CH2:20][C:21]4[CH:26]=[CH:25][CH:24]=[CH:23][CH:22]=4)[CH2:19][N:14]3[C:13](=[O:27])[N:12]([CH2:28][CH2:29][CH3:30])[C:11]=2[N:10]=[C:9]1C(OC)=O)[C:2]1[CH:7]=[CH:6][CH:5]=[CH:4][CH:3]=1.[CH3:35][Mg]Br.C([O:40][CH2:41][CH3:42])C. (2) Given the product [CH3:15][Si:13]([CH3:16])([CH3:14])[CH2:12][CH2:11][O:10][C:8](=[O:9])[CH2:7][O:6][C:5]1[CH:17]=[CH:18][C:2]([NH:1][CH2:34][C:35]([O:37][CH3:38])=[O:36])=[C:3]([O:19][CH2:20][C:21]2[CH:26]=[CH:25][CH:24]=[CH:23][CH:22]=2)[CH:4]=1, predict the reactants needed to synthesize it. The reactants are: [NH2:1][C:2]1[CH:18]=[CH:17][C:5]([O:6][CH2:7][C:8]([O:10][CH2:11][CH2:12][Si:13]([CH3:16])([CH3:15])[CH3:14])=[O:9])=[CH:4][C:3]=1[O:19][CH2:20][C:21]1[CH:26]=[CH:25][CH:24]=[CH:23][CH:22]=1.C(=O)([O-])[O-].[K+].[K+].Br[CH2:34][C:35]([O:37][CH3:38])=[O:36].O. (3) Given the product [CH3:34][O:33][C:30]1[CH:31]=[CH:32][C:27]([C:26]([NH:16][C:11]2[CH:12]=[CH:13][CH:14]=[CH:15][C:10]=2[NH:9][C:6]2[CH:7]=[CH:8][C:3]([O:2][CH3:1])=[CH:4][CH:5]=2)=[O:35])=[CH:28][CH:29]=1, predict the reactants needed to synthesize it. The reactants are: [CH3:1][O:2][C:3]1[CH:8]=[CH:7][C:6]([NH:9][C:10]2[CH:15]=[CH:14][CH:13]=[CH:12][C:11]=2[N+:16]([O-])=O)=[CH:5][CH:4]=1.C(N(CC)CC)C.[C:26](Cl)(=[O:35])[C:27]1[CH:32]=[CH:31][C:30]([O:33][CH3:34])=[CH:29][CH:28]=1. (4) The reactants are: [Cl:1][C:2]1[CH:24]=[CH:23][C:5]2[N:6]=[C:7]([NH:9][C:10]3[N:14]([CH3:15])[C:13]4[CH:16]=[CH:17][C:18]([C:20](O)=[O:21])=[CH:19][C:12]=4[N:11]=3)[S:8][C:4]=2[CH:3]=1.[CH3:25][O:26][CH:27]([O:30][CH3:31])[CH2:28][NH2:29].CN(C(ON1N=NC2C=CC=CC1=2)=[N+](C)C)C.F[P-](F)(F)(F)(F)F.CCN(C(C)C)C(C)C. Given the product [CH3:25][O:26][CH:27]([O:30][CH3:31])[CH2:28][NH:29][C:20]([C:18]1[CH:17]=[CH:16][C:13]2[N:14]([CH3:15])[C:10]([NH:9][C:7]3[S:8][C:4]4[CH:3]=[C:2]([Cl:1])[CH:24]=[CH:23][C:5]=4[N:6]=3)=[N:11][C:12]=2[CH:19]=1)=[O:21], predict the reactants needed to synthesize it. (5) Given the product [NH2:15][C:10]1[N:11]=[C:12]([CH3:14])[N:13]=[C:8]([C:7]2[C:2]([NH:23][C:24]3[CH:25]=[C:26]([NH:31][S:32]([CH3:35])(=[O:34])=[O:33])[C:27]([Cl:30])=[N:28][CH:29]=3)=[N:3][CH:4]=[C:5]([CH2:16][N:17]3[CH2:22][CH2:21][O:20][CH2:19][CH2:18]3)[CH:6]=2)[N:9]=1, predict the reactants needed to synthesize it. The reactants are: F[C:2]1[C:7]([C:8]2[N:13]=[C:12]([CH3:14])[N:11]=[C:10]([NH2:15])[N:9]=2)=[CH:6][C:5]([CH2:16][N:17]2[CH2:22][CH2:21][O:20][CH2:19][CH2:18]2)=[CH:4][N:3]=1.[NH2:23][C:24]1[CH:25]=[C:26]([NH:31][S:32]([CH3:35])(=[O:34])=[O:33])[C:27]([Cl:30])=[N:28][CH:29]=1.C[Si]([N-][Si](C)(C)C)(C)C.[Na+].CO.